This data is from Full USPTO retrosynthesis dataset with 1.9M reactions from patents (1976-2016). The task is: Predict the reactants needed to synthesize the given product. (1) Given the product [N:5]1([C:25]2[CH:30]=[CH:29][CH:28]=[CH:27][N:26]=2)[CH2:10][CH2:9][CH:8]([C:11]2[N:20]3[C:14]([CH2:15][N:16]([C:1](=[O:3])[CH3:2])[CH2:17][C:18]4[CH:24]=[CH:23][CH:22]=[CH:21][C:19]=43)=[N:13][N:12]=2)[CH2:7][CH2:6]1, predict the reactants needed to synthesize it. The reactants are: [C:1](Cl)(=[O:3])[CH3:2].[N:5]1([C:25]2[CH:30]=[CH:29][CH:28]=[CH:27][N:26]=2)[CH2:10][CH2:9][CH:8]([C:11]2[N:20]3[C:14]([CH2:15][NH:16][CH2:17][C:18]4[CH:24]=[CH:23][CH:22]=[CH:21][C:19]=43)=[N:13][N:12]=2)[CH2:7][CH2:6]1. (2) Given the product [I:1][C:2]1[CH:7]=[CH:6][N:5]=[C:4]2[CH:8]=[N:9][N:10]([CH2:14][C:15]3[CH:20]=[CH:19][C:18]([O:21][CH3:22])=[CH:17][CH:16]=3)[C:3]=12.[I:1][C:2]1[C:3]2[C:4](=[CH:8][N:9]([CH2:14][C:15]3[CH:20]=[CH:19][C:18]([O:21][CH3:22])=[CH:17][CH:16]=3)[N:10]=2)[N:5]=[CH:6][CH:7]=1, predict the reactants needed to synthesize it. The reactants are: [I:1][C:2]1[CH:7]=[CH:6][N:5]=[C:4]2[CH:8]=[N:9][NH:10][C:3]=12.[H-].[Na+].Cl[CH2:14][C:15]1[CH:20]=[CH:19][C:18]([O:21][CH3:22])=[CH:17][CH:16]=1.[Cl-].[NH4+]. (3) Given the product [C:1]([O:5][C:6]([N:8]([CH3:34])[C:9]([CH2:17][CH2:18][CH:19]=[O:35])([CH2:21][CH2:22][CH2:23][CH2:24][B:25]1[O:26][C:27]([CH3:32])([CH3:33])[C:28]([CH3:30])([CH3:31])[O:29]1)[C:10]([O:12][C:13]([CH3:14])([CH3:15])[CH3:16])=[O:11])=[O:7])([CH3:3])([CH3:4])[CH3:2], predict the reactants needed to synthesize it. The reactants are: [C:1]([O:5][C:6]([N:8]([CH3:34])[C:9]([CH2:21][CH2:22][CH2:23][CH2:24][B:25]1[O:29][C:28]([CH3:31])([CH3:30])[C:27]([CH3:33])([CH3:32])[O:26]1)([CH2:17][CH2:18][CH:19]=C)[C:10]([O:12][C:13]([CH3:16])([CH3:15])[CH3:14])=[O:11])=[O:7])([CH3:4])([CH3:3])[CH3:2].[O:35]=[O+][O-].C1(P(C2C=CC=CC=2)C2C=CC=CC=2)C=CC=CC=1. (4) Given the product [CH:22]([O:24][C:2]1[CH:3]=[C:4]([N:17]2[CH2:23][CH:22]3[O:24][CH:19]([CH2:20][CH2:21]3)[CH2:18]2)[N:5]=[C:6]([C:8]2[CH:13]=[CH:12][C:11]([NH2:14])=[CH:10][CH:9]=2)[N:7]=1)([CH3:23])[CH3:21], predict the reactants needed to synthesize it. The reactants are: Cl[C:2]1[N:7]=[C:6]([C:8]2[CH:13]=[CH:12][C:11]([N+:14]([O-])=O)=[CH:10][CH:9]=2)[N:5]=[C:4]([N:17]2[CH2:23][CH:22]3[O:24][CH:19]([CH2:20][CH2:21]3)[CH2:18]2)[CH:3]=1.[H-].[Na+].[H][H]. (5) Given the product [CH3:1][C:2]1[CH:7]=[C:6]([CH3:8])[CH:5]=[CH:4][C:3]=1[N:9]1[CH2:14][CH2:13][N:12]([C:15]([C:17]2[CH:22]=[CH:21][C:20]([N:23]3[CH2:24][CH:25]([C:29]([N:41]4[CH2:42][CH2:43][CH:38]([N:35]5[CH2:36][CH2:37][O:32][CH2:33][CH2:34]5)[CH2:39][CH2:40]4)=[O:31])[CH2:26][C:27]3=[O:28])=[CH:19][CH:18]=2)=[O:16])[CH2:11][CH2:10]1, predict the reactants needed to synthesize it. The reactants are: [CH3:1][C:2]1[CH:7]=[C:6]([CH3:8])[CH:5]=[CH:4][C:3]=1[N:9]1[CH2:14][CH2:13][N:12]([C:15]([C:17]2[CH:22]=[CH:21][C:20]([N:23]3[C:27](=[O:28])[CH2:26][CH:25]([C:29]([OH:31])=O)[CH2:24]3)=[CH:19][CH:18]=2)=[O:16])[CH2:11][CH2:10]1.[O:32]1[CH2:37][CH2:36][N:35]([CH:38]2[CH2:43][CH2:42][NH:41][CH2:40][CH2:39]2)[CH2:34][CH2:33]1. (6) The reactants are: [CH2:1]([O:5][CH2:6][CH2:7][O:8][C:9]1[CH:14]=[CH:13][C:12]([C:15]2[CH:16]=[CH:17][C:18]3[N:24]([CH2:25][CH:26]([CH3:28])[CH3:27])[CH2:23][CH2:22][C:21]([C:29]([NH:31][C:32]4[CH:37]=[CH:36][C:35]([S:38][CH2:39][C:40]5[N:41]([CH2:45][CH2:46][CH2:47][C:48]([O:50][CH2:51][CH3:52])=[O:49])[CH:42]=[CH:43][N:44]=5)=[CH:34][CH:33]=4)=[O:30])=[CH:20][C:19]=3[CH:53]=2)=[CH:11][CH:10]=1)[CH2:2][CH2:3][CH3:4].ClC1C=CC=C(C(OO)=[O:62])C=1.S([O-])([O-])(=O)=S.[Na+].[Na+]. Given the product [CH2:1]([O:5][CH2:6][CH2:7][O:8][C:9]1[CH:10]=[CH:11][C:12]([C:15]2[CH:16]=[CH:17][C:18]3[N:24]([CH2:25][CH:26]([CH3:27])[CH3:28])[CH2:23][CH2:22][C:21]([C:29]([NH:31][C:32]4[CH:37]=[CH:36][C:35]([S:38]([CH2:39][C:40]5[N:41]([CH2:45][CH2:46][CH2:47][C:48]([O:50][CH2:51][CH3:52])=[O:49])[CH:42]=[CH:43][N:44]=5)=[O:62])=[CH:34][CH:33]=4)=[O:30])=[CH:20][C:19]=3[CH:53]=2)=[CH:13][CH:14]=1)[CH2:2][CH2:3][CH3:4], predict the reactants needed to synthesize it.